Task: Regression. Given two drug SMILES strings and cell line genomic features, predict the synergy score measuring deviation from expected non-interaction effect.. Dataset: NCI-60 drug combinations with 297,098 pairs across 59 cell lines (1) Drug 1: CS(=O)(=O)CCNCC1=CC=C(O1)C2=CC3=C(C=C2)N=CN=C3NC4=CC(=C(C=C4)OCC5=CC(=CC=C5)F)Cl. Drug 2: CC1C(C(CC(O1)OC2CC(OC(C2O)C)OC3=CC4=CC5=C(C(=O)C(C(C5)C(C(=O)C(C(C)O)O)OC)OC6CC(C(C(O6)C)O)OC7CC(C(C(O7)C)O)OC8CC(C(C(O8)C)O)(C)O)C(=C4C(=C3C)O)O)O)O. Cell line: NCI-H226. Synergy scores: CSS=15.9, Synergy_ZIP=1.77, Synergy_Bliss=2.44, Synergy_Loewe=-17.9, Synergy_HSA=-2.02. (2) Drug 1: C1=CN(C(=O)N=C1N)C2C(C(C(O2)CO)O)O.Cl. Drug 2: CS(=O)(=O)CCNCC1=CC=C(O1)C2=CC3=C(C=C2)N=CN=C3NC4=CC(=C(C=C4)OCC5=CC(=CC=C5)F)Cl. Cell line: BT-549. Synergy scores: CSS=14.1, Synergy_ZIP=-6.78, Synergy_Bliss=-1.29, Synergy_Loewe=-8.73, Synergy_HSA=-1.18. (3) Drug 1: CC=C1C(=O)NC(C(=O)OC2CC(=O)NC(C(=O)NC(CSSCCC=C2)C(=O)N1)C(C)C)C(C)C. Drug 2: CC12CCC3C(C1CCC2O)C(CC4=C3C=CC(=C4)O)CCCCCCCCCS(=O)CCCC(C(F)(F)F)(F)F. Cell line: UACC-257. Synergy scores: CSS=13.4, Synergy_ZIP=-4.54, Synergy_Bliss=0.118, Synergy_Loewe=-17.4, Synergy_HSA=-0.748. (4) Drug 1: CCC(=C(C1=CC=CC=C1)C2=CC=C(C=C2)OCCN(C)C)C3=CC=CC=C3.C(C(=O)O)C(CC(=O)O)(C(=O)O)O. Drug 2: C(CCl)NC(=O)N(CCCl)N=O. Cell line: SF-539. Synergy scores: CSS=29.4, Synergy_ZIP=-1.83, Synergy_Bliss=4.80, Synergy_Loewe=0.419, Synergy_HSA=3.94. (5) Drug 1: C1CC(=O)NC(=O)C1N2C(=O)C3=CC=CC=C3C2=O. Drug 2: CC1C(C(CC(O1)OC2CC(CC3=C2C(=C4C(=C3O)C(=O)C5=CC=CC=C5C4=O)O)(C(=O)C)O)N)O. Cell line: MCF7. Synergy scores: CSS=34.3, Synergy_ZIP=2.20, Synergy_Bliss=1.72, Synergy_Loewe=-24.5, Synergy_HSA=1.31. (6) Drug 1: CCCS(=O)(=O)NC1=C(C(=C(C=C1)F)C(=O)C2=CNC3=C2C=C(C=N3)C4=CC=C(C=C4)Cl)F. Drug 2: CS(=O)(=O)OCCCCOS(=O)(=O)C. Cell line: NCI-H226. Synergy scores: CSS=1.90, Synergy_ZIP=-0.509, Synergy_Bliss=-0.607, Synergy_Loewe=-4.51, Synergy_HSA=-2.96. (7) Drug 1: C1=CC(=C2C(=C1NCCNCCO)C(=O)C3=C(C=CC(=C3C2=O)O)O)NCCNCCO. Drug 2: CC12CCC3C(C1CCC2O)C(CC4=C3C=CC(=C4)O)CCCCCCCCCS(=O)CCCC(C(F)(F)F)(F)F. Cell line: OVCAR3. Synergy scores: CSS=20.8, Synergy_ZIP=-7.36, Synergy_Bliss=-3.24, Synergy_Loewe=-10.5, Synergy_HSA=-4.40.